Dataset: Catalyst prediction with 721,799 reactions and 888 catalyst types from USPTO. Task: Predict which catalyst facilitates the given reaction. (1) Reactant: C[O:2][C:3](=[O:37])[C:4]1[CH:9]=[C:8]([CH3:10])[C:7]([O:11][CH2:12][CH:13]([C:20]2[N:21]([C:29]3[CH:34]=[CH:33][C:32]([Cl:35])=[CH:31][CH:30]=3)[N:22]=[C:23]3[C:28]=2[CH2:27][CH2:26][CH2:25][CH2:24]3)[CH:14]2[CH2:19][CH2:18][CH2:17][CH2:16][CH2:15]2)=[C:6]([CH3:36])[CH:5]=1.[OH-].[Li+]. Product: [Cl:35][C:32]1[CH:31]=[CH:30][C:29]([N:21]2[C:20]([CH:13]([CH:14]3[CH2:19][CH2:18][CH2:17][CH2:16][CH2:15]3)[CH2:12][O:11][C:7]3[C:8]([CH3:10])=[CH:9][C:4]([C:3]([OH:37])=[O:2])=[CH:5][C:6]=3[CH3:36])=[C:28]3[C:23]([CH2:24][CH2:25][CH2:26][CH2:27]3)=[N:22]2)=[CH:34][CH:33]=1. The catalyst class is: 36. (2) Reactant: Br[C:2]1[CH:11]=[C:10]2[C:5]([CH:6]=[CH:7][C:8](=[O:20])[N:9]2[C:12]2[C:17]([Cl:18])=[CH:16][CH:15]=[CH:14][C:13]=2[Cl:19])=[C:4]([C:21]2[CH:26]=[CH:25][CH:24]=[CH:23][C:22]=2[Cl:27])[N:3]=1.[C:28]([N:32]1[CH2:37][CH:36]=[C:35]([Sn](C)(C)C)[CH2:34][CH2:33]1)([CH3:31])([CH3:30])[CH3:29]. Product: [C:28]([N:32]1[CH2:33][CH:34]=[C:35]([C:2]2[CH:11]=[C:10]3[C:5]([CH:6]=[CH:7][C:8](=[O:20])[N:9]3[C:12]3[C:17]([Cl:18])=[CH:16][CH:15]=[CH:14][C:13]=3[Cl:19])=[C:4]([C:21]3[CH:26]=[CH:25][CH:24]=[CH:23][C:22]=3[Cl:27])[N:3]=2)[CH2:36][CH2:37]1)([CH3:31])([CH3:30])[CH3:29]. The catalyst class is: 12. (3) Reactant: Cl[C:2]1[N:3]=[N:4][C:5]([C:8]2[S:9][CH:10]=[CH:11][CH:12]=2)=[CH:6][CH:7]=1.[OH:13][C:14]1[CH:19]=[CH:18][C:17]([CH2:20][C:21]([NH:23][NH2:24])=O)=[CH:16][CH:15]=1. Product: [S:9]1[CH:10]=[CH:11][CH:12]=[C:8]1[C:5]1[CH:6]=[CH:7][C:2]2[N:3]([C:21]([CH2:20][C:17]3[CH:18]=[CH:19][C:14]([OH:13])=[CH:15][CH:16]=3)=[N:23][N:24]=2)[N:4]=1. The catalyst class is: 51. (4) Reactant: [H-].[Na+].[NH:3]1[CH:7]=[C:6]([CH:8]=[O:9])[N:5]=[CH:4]1.[H][H].Br[CH2:13][C:14]([O:16][CH2:17][CH3:18])=[O:15]. Product: [CH:8]([C:6]1[N:5]=[CH:4][N:3]([CH2:13][C:14]([O:16][CH2:17][CH3:18])=[O:15])[CH:7]=1)=[O:9]. The catalyst class is: 214. (5) Reactant: O.[OH-].[Li+].[F:4][C:5]1[CH:6]=[CH:7][C:8]2[N:9]([C:11]([C:14]3[N:19]=[C:18]([NH:20][C@H:21]([C:23]4[CH:28]=[CH:27][C:26]([F:29])=[CH:25][N:24]=4)[CH3:22])[C:17]([C:30]([O:32]CC)=[O:31])=[CH:16][N:15]=3)=[CH:12][N:13]=2)[CH:10]=1. Product: [F:4][C:5]1[CH:6]=[CH:7][C:8]2[N:9]([C:11]([C:14]3[N:19]=[C:18]([NH:20][C@H:21]([C:23]4[CH:28]=[CH:27][C:26]([F:29])=[CH:25][N:24]=4)[CH3:22])[C:17]([C:30]([OH:32])=[O:31])=[CH:16][N:15]=3)=[CH:12][N:13]=2)[CH:10]=1. The catalyst class is: 799. (6) Reactant: [CH3:1][N:2]1[C:6]2[CH:7]=[C:8]([NH:31][S:32]([C:35]3[N:36]=[CH:37][N:38]([CH3:40])[CH:39]=3)(=[O:34])=[O:33])[C:9]([O:11][C:12]3[CH:13]=[C:14]([CH:28]=[CH:29][CH:30]=3)[O:15][CH2:16][CH2:17][CH2:18][CH2:19][NH:20]C(=O)OC(C)(C)C)=[CH:10][C:5]=2[N:4]([CH3:41])[C:3]1=[O:42].FC(F)(F)C(O)=O. Product: [NH2:20][CH2:19][CH2:18][CH2:17][CH2:16][O:15][C:14]1[CH:13]=[C:12]([CH:30]=[CH:29][CH:28]=1)[O:11][C:9]1[C:8]([NH:31][S:32]([C:35]2[N:36]=[CH:37][N:38]([CH3:40])[CH:39]=2)(=[O:33])=[O:34])=[CH:7][C:6]2[N:2]([CH3:1])[C:3](=[O:42])[N:4]([CH3:41])[C:5]=2[CH:10]=1. The catalyst class is: 2. (7) Reactant: [Cl:1][C:2]1[CH:7]=[CH:6][C:5]([CH:8]([NH:12][C:13]2[NH:14][N:15]3[C:22]([CH:23]4[CH2:28][CH2:27][N:26]([C:29]([O:31][C:32]([CH3:35])([CH3:34])[CH3:33])=[O:30])[CH2:25][CH2:24]4)=[N:21][CH:20]=[C:16]3[C:17](=[O:19])[N:18]=2)[CH2:9][CH2:10]O)=[CH:4][CH:3]=1.[H-].[Na+].CC1C=CC(S(Cl)(=O)=O)=CC=1.O. Product: [Cl:1][C:2]1[CH:7]=[CH:6][C:5]([CH:8]2[CH2:9][CH2:10][N:18]3[C:13](=[N:14][N:15]4[C:22]([CH:23]5[CH2:24][CH2:25][N:26]([C:29]([O:31][C:32]([CH3:35])([CH3:34])[CH3:33])=[O:30])[CH2:27][CH2:28]5)=[N:21][CH:20]=[C:16]4[C:17]3=[O:19])[NH:12]2)=[CH:4][CH:3]=1. The catalyst class is: 1. (8) Reactant: [Br:1][C:2]1[CH:3]=[C:4]([NH:8][C:9]2[C:10]3[C:17]4[CH2:18][CH2:19][CH:20]([C:22]([N:24]5[CH2:29][CH2:28][CH2:27][CH2:26][CH2:25]5)=O)[CH2:21][C:16]=4[S:15][C:11]=3[N:12]=[CH:13][N:14]=2)[CH:5]=[CH:6][CH:7]=1.[H-].C([Al+]CC(C)C)C(C)C.CC(C[AlH]CC(C)C)C. Product: [Br:1][C:2]1[CH:3]=[C:4]([NH:8][C:9]2[C:10]3[C:17]4[CH2:18][CH2:19][CH:20]([CH2:22][N:24]5[CH2:25][CH2:26][CH2:27][CH2:28][CH2:29]5)[CH2:21][C:16]=4[S:15][C:11]=3[N:12]=[CH:13][N:14]=2)[CH:5]=[CH:6][CH:7]=1. The catalyst class is: 1. (9) Reactant: Br[C:2]1[CH:10]=[CH:9][C:5]2=[N:6][O:7][N:8]=[C:4]2[CH:3]=1.[Cl-].[Li+].[CH2:13]([Sn](CCCC)(CCCC)CCCC)[CH:14]=[CH2:15]. Product: [CH2:15]([C:2]1[CH:10]=[CH:9][C:5]2=[N:6][O:7][N:8]=[C:4]2[CH:3]=1)[CH:14]=[CH2:13]. The catalyst class is: 109.